From a dataset of Forward reaction prediction with 1.9M reactions from USPTO patents (1976-2016). Predict the product of the given reaction. (1) Given the reactants C([O:5][C:6]([C:8]1([CH2:11][C:12]2[CH:13]=[N:14][C:15]([O:18][CH2:19][CH2:20][C:21]3[N:22]=[C:23]([C:27]4[CH:32]=[CH:31][CH:30]=[CH:29][CH:28]=4)[O:24][C:25]=3[CH3:26])=[CH:16][CH:17]=2)[CH2:10][CH2:9]1)=[O:7])(C)(C)C.FC(F)(F)C(O)=O, predict the reaction product. The product is: [CH3:26][C:25]1[O:24][C:23]([C:27]2[CH:28]=[CH:29][CH:30]=[CH:31][CH:32]=2)=[N:22][C:21]=1[CH2:20][CH2:19][O:18][C:15]1[N:14]=[CH:13][C:12]([CH2:11][C:8]2([C:6]([OH:7])=[O:5])[CH2:9][CH2:10]2)=[CH:17][CH:16]=1. (2) Given the reactants Br[C:2]1[CH:7]=[CH:6][C:5]([C:8]2[CH:13]=[CH:12][C:11]([OH:14])=[CH:10][CH:9]=2)=[CH:4][CH:3]=1.[C:15]([O:19][CH3:20])(=[O:18])[CH:16]=[CH2:17].Cl.C(OCC)(=O)C, predict the reaction product. The product is: [OH:14][C:11]1[CH:12]=[CH:13][C:8]([C:5]2[CH:6]=[CH:7][C:2](/[CH:17]=[CH:16]/[C:15]([O:19][CH3:20])=[O:18])=[CH:3][CH:4]=2)=[CH:9][CH:10]=1.